This data is from Full USPTO retrosynthesis dataset with 1.9M reactions from patents (1976-2016). The task is: Predict the reactants needed to synthesize the given product. (1) Given the product [CH2:44]([N:12]1[CH2:13][CH2:14][N:15]([C:17](=[O:29])[C:18]2[CH:23]=[CH:22][CH:21]=[C:20]([C:24]3[O:25][CH:26]=[CH:27][CH:28]=3)[CH:19]=2)[CH2:16][CH:11]1[C:9]([NH:8][C:5]1[CH:6]=[CH:7][C:2]([Cl:1])=[CH:3][CH:4]=1)=[O:10])[C:45]1[CH:50]=[CH:49][CH:48]=[CH:47][CH:46]=1, predict the reactants needed to synthesize it. The reactants are: [Cl:1][C:2]1[CH:7]=[CH:6][C:5]([NH:8][C:9]([CH:11]2[CH2:16][N:15]([C:17](=[O:29])[C:18]3[CH:23]=[CH:22][CH:21]=[C:20]([C:24]4[O:25][CH:26]=[CH:27][CH:28]=4)[CH:19]=3)[CH2:14][CH2:13][NH:12]2)=[O:10])=[CH:4][CH:3]=1.C(O[BH-](OC(=O)C)OC(=O)C)(=O)C.[Na+].[CH:44](=O)[C:45]1[CH:50]=[CH:49][CH:48]=[CH:47][CH:46]=1. (2) Given the product [F:34][C:35]1[CH:36]=[CH:37][C:38]([N:41]2[C:45]3[CH:46]=[C:47]4[C@:52]([C:54](=[O:61])[C:55]5[CH:60]=[CH:59][CH:58]=[CH:57][N:56]=5)([CH2:53][C:44]=3[CH:43]=[N:42]2)[CH2:51][N:50]([S:62]([C:65]2[CH:66]=[C:67]([CH:71]=[CH:72][CH:73]=2)[C:68]([N:15]([CH3:16])[CH3:14])=[O:70])(=[O:64])=[O:63])[CH2:49][CH2:48]4)=[CH:39][CH:40]=1, predict the reactants needed to synthesize it. The reactants are: C[NH3+].F[P-](F)(F)(F)(F)F.N1(OC(N(C)C)=[N+](C)C)[C:14]2[N:15]=[CH:16]C=CC=2N=N1.F[P-](F)(F)(F)(F)F.[F:34][C:35]1[CH:40]=[CH:39][C:38]([N:41]2[C:45]3[CH:46]=[C:47]4[C@:52]([C:54](=[O:61])[C:55]5[CH:60]=[CH:59][CH:58]=[CH:57][N:56]=5)([CH2:53][C:44]=3[CH:43]=[N:42]2)[CH2:51][N:50]([S:62]([C:65]2[CH:66]=[C:67]([CH:71]=[CH:72][CH:73]=2)[C:68]([OH:70])=O)(=[O:64])=[O:63])[CH2:49][CH2:48]4)=[CH:37][CH:36]=1.CNC.C(N(CC)CC)C. (3) Given the product [C:26]([C:17]1([NH:16][C:7](=[O:14])[C:8]2[CH:13]=[CH:12][CH:11]=[CH:10][CH:9]=2)[CH:18]2[CH2:19][CH2:20][CH2:21][CH:22]1[CH2:23][CH2:24][CH2:25]2)#[N:27], predict the reactants needed to synthesize it. The reactants are: C(=O)([O-])[O-].[K+].[K+].[C:7](Cl)(=[O:14])[C:8]1[CH:13]=[CH:12][CH:11]=[CH:10][CH:9]=1.[NH2:16][C:17]1([C:26]#[N:27])[CH:22]2[CH2:23][CH2:24][CH2:25][CH:18]1[CH2:19][CH2:20][CH2:21]2.C(Cl)Cl.O. (4) Given the product [F:48][C:44]([F:47])([F:45])[C:39]([OH:3])=[O:55].[F:48][C:44]([F:47])([F:45])[C:39]([OH:54])=[O:55].[NH:20]1[C:19]2[CH:29]=[CH:30][CH:31]=[CH:32][C:18]=2[N:17]=[C:16]1[C:14]1[O:15][C:11]2[CH:10]=[C:9]([C:37]3[CH:38]=[C:39]([C:44]([F:47])([F:46])[F:45])[C:40]([NH2:43])=[N:41][CH:42]=3)[CH:34]=[CH:33][C:12]=2[N:13]=1, predict the reactants needed to synthesize it. The reactants are: CC1(C)C(C)(C)OB([C:9]2[CH:34]=[CH:33][C:12]3[N:13]=[C:14]([C:16]4[N:20](COCC[Si](C)(C)C)[C:19]5[CH:29]=[CH:30][CH:31]=[CH:32][C:18]=5[N:17]=4)[O:15][C:11]=3[CH:10]=2)[O:3]1.Br[C:37]1[CH:38]=[C:39]([C:44]([F:47])([F:46])[F:45])[C:40]([NH2:43])=[N:41][CH:42]=1.[F-:48].[Cs+].C([OH:54])CCC.[OH2:55]. (5) Given the product [Br:6][C:7]1[CH:14]=[CH:13][C:12]([F:15])=[CH:11][C:8]=1[CH:9]=[CH2:1], predict the reactants needed to synthesize it. The reactants are: [CH2:1]([Li])CCC.[Br:6][C:7]1[CH:14]=[CH:13][C:12]([F:15])=[CH:11][C:8]=1[CH:9]=O. (6) Given the product [NH:23]1[C:24]2[C:29](=[CH:28][CH:27]=[CH:26][CH:25]=2)[C:21]([CH2:20][CH2:19][NH:18][C:4]2[N:3]=[C:2]([Cl:1])[N:10]=[C:9]3[C:5]=2[N:6]=[CH:7][N:8]3[CH:11]([CH3:16])[C:12]([O:14][CH3:15])=[O:13])=[CH:22]1, predict the reactants needed to synthesize it. The reactants are: [Cl:1][C:2]1[N:10]=[C:9]2[C:5]([N:6]=[CH:7][N:8]2[CH:11]([CH3:16])[C:12]([O:14][CH3:15])=[O:13])=[C:4](Cl)[N:3]=1.[NH2:18][CH2:19][CH2:20][C:21]1[C:29]2[C:24](=[CH:25][CH:26]=[CH:27][CH:28]=2)[NH:23][CH:22]=1. (7) Given the product [Br:8][C:5]1[CH:6]=[CH:7][C:2]([C:17](=[O:27])[CH2:18][C:19]2[CH:24]=[CH:23][C:22]([O:25][CH3:26])=[CH:21][CH:20]=2)=[CH:3][CH:4]=1, predict the reactants needed to synthesize it. The reactants are: Br[C:2]1[CH:7]=[CH:6][C:5]([Br:8])=[CH:4][CH:3]=1.[Li]CCCC.CON(C)[C:17](=[O:27])[CH2:18][C:19]1[CH:24]=[CH:23][C:22]([O:25][CH3:26])=[CH:21][CH:20]=1. (8) Given the product [CH3:23][O:24][C:25](=[O:36])[C:26]1[CH:31]=[C:30]([CH:32]([C:2]2[C:7]([CH:8]([CH3:10])[CH3:9])=[C:6]([O:11][CH3:12])[N:5]=[C:4]([CH3:13])[C:3]=2[CH2:14][CH:15]2[CH2:17][CH2:16]2)[OH:33])[CH:29]=[C:28]([C:34]#[N:35])[CH:27]=1, predict the reactants needed to synthesize it. The reactants are: Br[C:2]1[C:7]([CH:8]([CH3:10])[CH3:9])=[C:6]([O:11][CH3:12])[N:5]=[C:4]([CH3:13])[C:3]=1[CH2:14][CH:15]1[CH2:17][CH2:16]1.C([Li])CCC.[CH3:23][O:24][C:25](=[O:36])[C:26]1[CH:31]=[C:30]([CH:32]=[O:33])[CH:29]=[C:28]([C:34]#[N:35])[CH:27]=1.[NH4+].[Cl-]. (9) Given the product [CH3:11][O:10][C@@H:9]1[CH2:8][NH:7][C@@H:6]2[C@@H:2]([OH:1])[CH2:3][O:4][C@H:5]12, predict the reactants needed to synthesize it. The reactants are: [OH:1][C@@H:2]1[C@H:6]2[N:7](C(OCC3C4C=CC=CC=4C4C3=CC=CC=4)=O)[CH2:8][C@@H:9]([O:10][CH3:11])[C@H:5]2[O:4][CH2:3]1.[H][H]. (10) Given the product [C:1]([C:5]1[CH:10]=[C:9]([Cl:11])[CH:8]=[CH:7][C:6]=1[N:12]1[CH2:17][CH2:16][N:15]([C:18]([C:20]2[N:25]=[CH:24][C:23]([O:26][CH2:27][C:28]([OH:30])=[O:29])=[CH:22][CH:21]=2)=[O:19])[CH2:14][CH2:13]1)([CH3:4])([CH3:2])[CH3:3], predict the reactants needed to synthesize it. The reactants are: [C:1]([C:5]1[CH:10]=[C:9]([Cl:11])[CH:8]=[CH:7][C:6]=1[N:12]1[CH2:17][CH2:16][N:15]([C:18]([C:20]2[N:25]=[CH:24][C:23]([O:26][CH2:27][C:28]([O:30]C)=[O:29])=[CH:22][CH:21]=2)=[O:19])[CH2:14][CH2:13]1)([CH3:4])([CH3:3])[CH3:2].[Li+].[OH-].Cl.